This data is from Full USPTO retrosynthesis dataset with 1.9M reactions from patents (1976-2016). The task is: Predict the reactants needed to synthesize the given product. (1) Given the product [C@@H:6]1([O:24][C:25]2[C:29]([CH2:30][C:31]3[CH:36]=[CH:35][C:34]([O:37][CH2:38][CH2:39][CH2:40][NH:51][C:46]([CH2:49][OH:50])([CH2:47][OH:48])[CH2:45][OH:52])=[CH:33][CH:32]=3)=[C:28]([CH:42]([CH3:44])[CH3:43])[NH:27][N:26]=2)[O:7][C@H:8]([CH2:19][OH:20])[C@@H:9]([OH:15])[C@H:10]([OH:11])[C@H:5]1[OH:4], predict the reactants needed to synthesize it. The reactants are: C([O:4][C@@H:5]1[C@@H:10]([O:11]C(=O)C)[C@H:9]([O:15]C(=O)C)[C@@H:8]([CH2:19][O:20]C(=O)C)[O:7][C@H:6]1[O:24][C:25]1[C:29]([CH2:30][C:31]2[CH:36]=[CH:35][C:34]([O:37][CH2:38][CH2:39][CH2:40]O)=[CH:33][CH:32]=2)=[C:28]([CH:42]([CH3:44])[CH3:43])[NH:27][N:26]=1)(=O)C.[CH2:45]([OH:52])[C:46]([NH2:51])([CH2:49][OH:50])[CH2:47][OH:48].NC(C)(C)CO. (2) Given the product [C:51]([O:50][C@@H:49]1[C@H:45]([O:44][C:41](=[O:43])[CH3:42])[C@@H:46]([C:58]2[N:59]=[N:60][N:61]([CH2:63][CH3:64])[N:62]=2)[O:47][C@H:48]1[N:20]1[CH:19]=[N:18][C:17]2[C:21]1=[N:22][C:14]([CH2:13][NH:12][C:10]([NH:9][CH2:8][CH2:7][N:6]([CH:1]1[CH2:5][CH2:4][CH2:3][CH2:2]1)[CH:38]([CH3:40])[CH3:39])=[O:11])=[N:15][C:16]=2[NH:23][CH2:24][CH:25]([C:32]1[CH:33]=[CH:34][CH:35]=[CH:36][CH:37]=1)[C:26]1[CH:27]=[CH:28][CH:29]=[CH:30][CH:31]=1)(=[O:53])[CH3:52], predict the reactants needed to synthesize it. The reactants are: [CH:1]1([N:6]([CH:38]([CH3:40])[CH3:39])[CH2:7][CH2:8][NH:9][C:10]([NH:12][CH2:13][C:14]2[N:22]=[C:21]3[C:17]([N:18]=[CH:19][NH:20]3)=[C:16]([NH:23][CH2:24][CH:25]([C:32]3[CH:37]=[CH:36][CH:35]=[CH:34][CH:33]=3)[C:26]3[CH:31]=[CH:30][CH:29]=[CH:28][CH:27]=3)[N:15]=2)=[O:11])[CH2:5][CH2:4][CH2:3][CH2:2]1.[C:41]([O:44][C@H:45]1[C@@H:49]([O:50][C:51](=[O:53])[CH3:52])[CH:48](OC(=O)C)[O:47][C@@H:46]1[C:58]1[N:59]=[N:60][N:61]([CH2:63][CH3:64])[N:62]=1)(=[O:43])[CH3:42].